From a dataset of Full USPTO retrosynthesis dataset with 1.9M reactions from patents (1976-2016). Predict the reactants needed to synthesize the given product. (1) Given the product [F:29][C:4]1[CH:3]=[C:2]([S:41]([CH3:40])(=[O:43])=[O:42])[C:27]([F:28])=[CH:26][C:5]=1[O:6][CH:7]1[CH2:11][CH2:10][N:9]([CH:12]2[CH2:17][CH2:16][N:15]([C:18]([O:20][C:21]([CH3:24])([CH3:23])[CH3:22])=[O:19])[CH2:14][CH2:13]2)[C:8]1=[O:25], predict the reactants needed to synthesize it. The reactants are: Br[C:2]1[C:27]([F:28])=[CH:26][C:5]([O:6][CH:7]2[CH2:11][CH2:10][N:9]([CH:12]3[CH2:17][CH2:16][N:15]([C:18]([O:20][C:21]([CH3:24])([CH3:23])[CH3:22])=[O:19])[CH2:14][CH2:13]3)[C:8]2=[O:25])=[C:4]([F:29])[CH:3]=1.N#N.[C@@H]1(N)CCCC[C@H]1N.[CH3:40][S:41]([O-:43])=[O:42].[Na+]. (2) Given the product [C:39]([C:34]1[C:33]([C:9]2[CH:10]=[C:11]3[C:15](=[CH:16][CH:17]=2)[N:14]([C:18]([O:20][C:21]([CH3:22])([CH3:23])[CH3:24])=[O:19])[CH2:13][CH2:12]3)=[CH:37][N:36]([CH3:38])[N:35]=1)#[N:40], predict the reactants needed to synthesize it. The reactants are: CC1(C)C(C)(C)OB([C:9]2[CH:10]=[C:11]3[C:15](=[CH:16][CH:17]=2)[N:14]([C:18]([O:20][C:21]([CH3:24])([CH3:23])[CH3:22])=[O:19])[CH2:13][CH2:12]3)O1.C([O-])([O-])=O.[K+].[K+].Br[C:33]1[C:34]([C:39]#[N:40])=[N:35][N:36]([CH3:38])[CH:37]=1.